This data is from TCR-epitope binding with 47,182 pairs between 192 epitopes and 23,139 TCRs. The task is: Binary Classification. Given a T-cell receptor sequence (or CDR3 region) and an epitope sequence, predict whether binding occurs between them. (1) The epitope is ATDALMTGY. The TCR CDR3 sequence is CASSSPASSTDTQYF. Result: 1 (the TCR binds to the epitope). (2) The epitope is YLQPRTFLL. The TCR CDR3 sequence is CASGGTNTGELFF. Result: 1 (the TCR binds to the epitope).